Predict which catalyst facilitates the given reaction. From a dataset of Catalyst prediction with 721,799 reactions and 888 catalyst types from USPTO. (1) Reactant: O1CCCCC1[O:7][CH2:8][C:9]1[O:13][C:12]([C:14](=[O:16])[CH3:15])=[CH:11][CH:10]=1. Product: [OH:7][CH2:8][C:9]1[O:13][C:12]([C:14](=[O:16])[CH3:15])=[CH:11][CH:10]=1. The catalyst class is: 5. (2) Product: [Cl:17][C:18]1[CH:23]=[CH:22][C:21]([S:24]([NH:1][C:2]2[CH:7]=[C:6]([Cl:8])[CH:5]=[CH:4][C:3]=2[C:9]([N:11]2[CH2:16][CH2:15][CH2:14][CH2:13]2)=[O:10])(=[O:25])=[O:26])=[CH:20][C:19]=1[C:28]([F:31])([F:29])[F:30]. The catalyst class is: 300. Reactant: [NH2:1][C:2]1[CH:7]=[C:6]([Cl:8])[CH:5]=[CH:4][C:3]=1[C:9]([N:11]1[CH2:16][CH2:15][CH2:14][CH2:13]C1)=[O:10].[Cl:17][C:18]1[CH:23]=[CH:22][C:21]([S:24](Cl)(=[O:26])=[O:25])=[CH:20][C:19]=1[C:28]([F:31])([F:30])[F:29]. (3) Reactant: Cl.[C:2]1([C:30]2[CH:35]=[CH:34][CH:33]=[CH:32][CH:31]=2)[CH:7]=[CH:6][C:5]([C:8]([NH:10][CH2:11][CH2:12][O:13][C:14]2[CH:19]=[CH:18][C:17]([CH2:20][CH:21]([NH:27][CH2:28][CH3:29])[C:22]([O:24]CC)=[O:23])=[CH:16][CH:15]=2)=[O:9])=[CH:4][CH:3]=1.[OH-].[Na+]. Product: [C:2]1([C:30]2[CH:31]=[CH:32][CH:33]=[CH:34][CH:35]=2)[CH:3]=[CH:4][C:5]([C:8]([NH:10][CH2:11][CH2:12][O:13][C:14]2[CH:19]=[CH:18][C:17]([CH2:20][CH:21]([NH:27][CH2:28][CH3:29])[C:22]([OH:24])=[O:23])=[CH:16][CH:15]=2)=[O:9])=[CH:6][CH:7]=1. The catalyst class is: 5. (4) Reactant: [CH3:1][C:2]1[NH:11][C:10](=[O:12])[C:9]2[C:8]3[CH:13]=[C:14]([CH2:17][NH:18][C:19]4[CH:20]=[C:21]5[C:25](=[CH:26][CH:27]=4)[C:24](=[O:28])[N:23]([C@@H:29]([CH2:35][CH2:36][C:37]([O:39]CC)=[O:38])[C:30]([O:32]CC)=[O:31])[CH2:22]5)[CH:15]=[CH:16][C:7]=3[CH:6]=[CH:5][C:4]=2[N:3]=1.Cl. Product: [CH3:1][C:2]1[NH:11][C:10](=[O:12])[C:9]2[C:8]3[CH:13]=[C:14]([CH2:17][NH:18][C:19]4[CH:20]=[C:21]5[C:25](=[CH:26][CH:27]=4)[C:24](=[O:28])[N:23]([C@@H:29]([CH2:35][CH2:36][C:37]([OH:39])=[O:38])[C:30]([OH:32])=[O:31])[CH2:22]5)[CH:15]=[CH:16][C:7]=3[CH:6]=[CH:5][C:4]=2[N:3]=1. The catalyst class is: 74. (5) Reactant: O1CCCCC1[N:7]1[C:15]2[C:10](=[CH:11][C:12]([C:16]3[N:20]=[CH:19][N:18](C(C4C=CC=CC=4)(C4C=CC=CC=4)C4C=CC=CC=4)[N:17]=3)=[CH:13][CH:14]=2)[C:9]([C:40]2[CH:45]=[CH:44][C:43]([NH2:46])=[CH:42][CH:41]=2)=[N:8]1.Cl.[CH3:48][N:49]([CH3:54])[CH2:50][C:51](O)=[O:52].ON1C2C=CC=CC=2N=N1.Cl.C(N=C=NCCCN(C)C)C. Product: [NH:18]1[CH:19]=[N:20][C:16]([C:12]2[CH:11]=[C:10]3[C:15](=[CH:14][CH:13]=2)[NH:7][N:8]=[C:9]3[C:40]2[CH:45]=[CH:44][C:43]([NH:46][C:51](=[O:52])[CH2:50][N:49]([CH3:54])[CH3:48])=[CH:42][CH:41]=2)=[N:17]1. The catalyst class is: 2.